From a dataset of NCI-60 drug combinations with 297,098 pairs across 59 cell lines. Regression. Given two drug SMILES strings and cell line genomic features, predict the synergy score measuring deviation from expected non-interaction effect. (1) Drug 1: C1CNP(=O)(OC1)N(CCCl)CCCl. Drug 2: C1CC(CNC1)C2=CC=C(C=C2)N3C=C4C=CC=C(C4=N3)C(=O)N. Cell line: T-47D. Synergy scores: CSS=0.792, Synergy_ZIP=-2.45, Synergy_Bliss=-6.26, Synergy_Loewe=-10.7, Synergy_HSA=-8.10. (2) Drug 1: CN1CCC(CC1)COC2=C(C=C3C(=C2)N=CN=C3NC4=C(C=C(C=C4)Br)F)OC. Drug 2: C1=C(C(=O)NC(=O)N1)N(CCCl)CCCl. Cell line: NCIH23. Synergy scores: CSS=40.1, Synergy_ZIP=2.61, Synergy_Bliss=6.16, Synergy_Loewe=4.29, Synergy_HSA=6.52. (3) Drug 1: C1CC(=O)NC(=O)C1N2C(=O)C3=CC=CC=C3C2=O. Drug 2: CC1=C(C(=O)C2=C(C1=O)N3CC4C(C3(C2COC(=O)N)OC)N4)N. Cell line: NCI/ADR-RES. Synergy scores: CSS=13.4, Synergy_ZIP=-6.45, Synergy_Bliss=-7.98, Synergy_Loewe=-45.3, Synergy_HSA=-4.15. (4) Drug 1: C1=CN(C=N1)CC(O)(P(=O)(O)O)P(=O)(O)O. Drug 2: C1=NC2=C(N1)C(=S)N=CN2. Cell line: SR. Synergy scores: CSS=61.6, Synergy_ZIP=-1.18, Synergy_Bliss=-1.51, Synergy_Loewe=-13.1, Synergy_HSA=-0.600. (5) Drug 1: CCN(CC)CCNC(=O)C1=C(NC(=C1C)C=C2C3=C(C=CC(=C3)F)NC2=O)C. Drug 2: CCC1(CC2CC(C3=C(CCN(C2)C1)C4=CC=CC=C4N3)(C5=C(C=C6C(=C5)C78CCN9C7C(C=CC9)(C(C(C8N6C)(C(=O)OC)O)OC(=O)C)CC)OC)C(=O)OC)O.OS(=O)(=O)O. Cell line: HOP-62. Synergy scores: CSS=9.06, Synergy_ZIP=-0.652, Synergy_Bliss=3.41, Synergy_Loewe=0.427, Synergy_HSA=1.34. (6) Drug 1: C1=CC(=C2C(=C1NCCNCCO)C(=O)C3=C(C=CC(=C3C2=O)O)O)NCCNCCO. Drug 2: C1CN(CCN1C(=O)CCBr)C(=O)CCBr. Cell line: ACHN. Synergy scores: CSS=69.1, Synergy_ZIP=2.77, Synergy_Bliss=2.90, Synergy_Loewe=-0.254, Synergy_HSA=5.00.